Dataset: Experimentally validated miRNA-target interactions with 360,000+ pairs, plus equal number of negative samples. Task: Binary Classification. Given a miRNA mature sequence and a target amino acid sequence, predict their likelihood of interaction. (1) The miRNA is hsa-miR-2276-5p with sequence GCCCUCUGUCACCUUGCAGACG. The protein sequence of the target gene is MAIRELKVCLLGDTGVGKSSIVCRFVQDHFDHNISPTIGASFMTKTVPCGNELHKFLIWDTAGQERFHSLAPMYYRGSAAAVIVYDITKQDSFHTLKKWVKELKEHGPENIVMAIAGNKCDLSDIREVPLKDAKEYAESIGAIVVETSAKNAINIEELFQGISRQIPPLGPQENGNSGGIKLGNQSLQASRRCC. Result: 0 (no interaction). (2) The miRNA is cel-miR-256 with sequence UGGAAUGCAUAGAAGACUGUA. The protein sequence of the target gene is MATNFSDIVKQGYVKMKSRKLGIYRRCWLVFRKSSSKGPQRLEKYPDEKSVCLRGCPKVTEISNVKCVTRLPKETKRQAVAIIFTDDSARTFTCDSELEAEEWYKTLSVECLGSRLNDISLGEPDLLAPGVQCEQTDRFNVFLLPCPNLDVYGECKLQITHENIYLWDIHNPRVKLVSWPLCSLRRYGRDATRFTFEAGRMCDAGEGLYTFQTQEGEQIYQRVHSATLAIAEQHKRVLLEMEKNVRLLNKGTEHYSYPCTPTTMLPRSAYWHHITGSQNIAEASSYAGEGYGAAQASSET.... Result: 0 (no interaction). (3) The miRNA is hsa-miR-1265 with sequence CAGGAUGUGGUCAAGUGUUGUU. The protein sequence of the target gene is MMANDAKPDVKTVQVLRDTANRLRIHSIRATCASGSGQLTSCCSAAEVVSVLFFHTMKYKQTDPEHPDNDRFILSRGHAAPILYAAWVEVGDISESDLLNLRKLHSDLERHPTPRLPFVDVATGSLGQGLGTACGMAYTGKYLDKASYRVFCLMGDGESSEGSVWEAFAFASHYNLDNLVAVFDVNRLGQSGPAPLEHGADIYQNCCEAFGWNTYLVDGHDVEALCQAFWQASQVKNKPTAIVAKTFKGRGIPNIEDAENWHGKPVPKERADAIVKLIESQIQTNENLIPKSPVEDSPQI.... Result: 0 (no interaction).